Dataset: Catalyst prediction with 721,799 reactions and 888 catalyst types from USPTO. Task: Predict which catalyst facilitates the given reaction. (1) Reactant: Br[C:2]1[CH:7]=[CH:6][C:5]([CH3:8])=[CH:4][CH:3]=1.[Mg].[Cl:10][C:11]1[CH:24]=[CH:23][C:22]2[C:21](=O)[C:20]3[C:15](=[CH:16][CH:17]=[CH:18][CH:19]=3)[C:14](=O)[C:13]=2[CH:12]=1.Cl.O.O.Cl[Sn]Cl. Product: [CH3:8][C:5]1[CH:6]=[CH:7][C:2]([C:14]2[C:15]3[C:20]([C:21]([C:2]4[CH:7]=[CH:6][C:5]([CH3:8])=[CH:4][CH:3]=4)=[C:22]4[C:13]=2[CH:12]=[C:11]([Cl:10])[CH:24]=[CH:23]4)=[CH:19][CH:18]=[CH:17][CH:16]=3)=[CH:3][CH:4]=1. The catalyst class is: 559. (2) Reactant: ClC1C=C(C=CC=1)C(OO)=[O:6].[C:12]([NH:15][C:16]1[CH:21]=[CH:20][C:19]([O:22][C:23](=[O:25])[CH3:24])=[CH:18][C:17]=1[O:26][CH2:27][C:28]([CH3:30])=[CH2:29])(=[O:14])[CH3:13].[OH-].[Na+]. Product: [C:12]([NH:15][C:16]1[CH:21]=[CH:20][C:19]([O:22][C:23](=[O:25])[CH3:24])=[CH:18][C:17]=1[O:26][CH2:27][C:28]1([CH3:30])[CH2:29][O:6]1)(=[O:14])[CH3:13]. The catalyst class is: 4. (3) Reactant: [F:1][C:2]1[CH:36]=[C:35]([NH:37][C:38](=[O:50])[CH2:39][C:40]([NH:42][C:43]2[CH:48]=[CH:47][CH:46]=[CH:45][C:44]=2[F:49])=[O:41])[CH:34]=[CH:33][C:3]=1[O:4][C:5]1[CH:10]=[CH:9][N:8]=[C:7]2[CH:11]=[C:12]([C:14]3[N:15]([CH3:32])[C:16]([CH2:19][N:20]([CH2:28][CH2:29][O:30][CH3:31])C(=O)OC(C)(C)C)=[CH:17][N:18]=3)[S:13][C:6]=12.C(O)(C(F)(F)F)=O. Product: [F:1][C:2]1[CH:36]=[C:35]([NH:37][C:38](=[O:50])[CH2:39][C:40]([NH:42][C:43]2[CH:48]=[CH:47][CH:46]=[CH:45][C:44]=2[F:49])=[O:41])[CH:34]=[CH:33][C:3]=1[O:4][C:5]1[CH:10]=[CH:9][N:8]=[C:7]2[CH:11]=[C:12]([C:14]3[N:15]([CH3:32])[C:16]([CH2:19][NH:20][CH2:28][CH2:29][O:30][CH3:31])=[CH:17][N:18]=3)[S:13][C:6]=12. The catalyst class is: 2. (4) Reactant: [C:1]([CH2:4][C:5]1[CH:6]=[C:7]([CH3:19])[C:8]([C:11]2[CH:16]=[CH:15][N+:14]([O-:17])=[C:13]([CH3:18])[CH:12]=2)=[N:9][CH:10]=1)([OH:3])=O.[N:20]1[CH:25]=[CH:24][N:23]=[CH:22][C:21]=1[C:26]1[CH:27]=[CH:28][C:29]([NH2:32])=[N:30][CH:31]=1.C1(N=C=NC2CCCCC2)CCCCC1. Product: [CH3:18][C:13]1[CH:12]=[C:11]([C:8]2[C:7]([CH3:19])=[CH:6][C:5]([CH2:4][C:1](=[O:3])[NH:32][C:29]3[CH:28]=[CH:27][C:26]([C:21]4[CH:22]=[N:23][CH:24]=[CH:25][N:20]=4)=[CH:31][N:30]=3)=[CH:10][N:9]=2)[CH:16]=[CH:15][N+:14]=1[O-:17]. The catalyst class is: 456. (5) Reactant: Cl[C:2]1[CH:7]=[CH:6][C:5]([N+:8]([O-:10])=[O:9])=[CH:4][CH:3]=1.[CH3:11][N:12]1[CH2:17][CH2:16][CH:15]([CH2:18][OH:19])[CH2:14][CH2:13]1.CS(C)=O.[H-].[Na+]. Product: [CH3:11][N:12]1[CH2:17][CH2:16][CH:15]([CH2:18][O:19][C:2]2[CH:7]=[CH:6][C:5]([N+:8]([O-:10])=[O:9])=[CH:4][CH:3]=2)[CH2:14][CH2:13]1. The catalyst class is: 6. (6) The catalyst class is: 1. Product: [CH2:9]([C:8]1([CH3:20])[O:15][C:2]2=[N:3][C:4]3[CH:19]=[CH:18][CH:17]=[CH:16][C:5]=3[N:6]2[CH2:7]1)[CH2:10][CH2:11][CH2:12][CH2:13][CH3:14]. Reactant: Cl[C:2]1[N:6]([CH2:7][C:8](=[O:15])[CH2:9][CH2:10][CH2:11][CH2:12][CH2:13][CH3:14])[C:5]2[CH:16]=[CH:17][CH:18]=[CH:19][C:4]=2[N:3]=1.[CH3:20][Mg]Br. (7) Reactant: Cl.C([O:4][C:5]([CH:7]1[CH2:12][CH:11]([CH3:13])[CH2:10][CH2:9][NH:8]1)=[O:6])C.[OH-].[Na+].[C:16](O[C:16]([O:18][C:19]([CH3:22])([CH3:21])[CH3:20])=[O:17])([O:18][C:19]([CH3:22])([CH3:21])[CH3:20])=[O:17].Cl. Product: [C:19]([O:18][C:16]([N:8]1[CH2:9][CH2:10][CH:11]([CH3:13])[CH2:12][CH:7]1[C:5]([OH:4])=[O:6])=[O:17])([CH3:22])([CH3:21])[CH3:20]. The catalyst class is: 283. (8) Reactant: [CH2:1]([O:3][C:4]([C:6]1[N:11]=[C:10]([CH2:12]Br)[C:9]2[N:14]=[C:15]([C:17]([CH3:20])([CH3:19])[CH3:18])[S:16][C:8]=2[C:7]=1[O:21][C:22](=[O:27])[C:23]([CH3:26])([CH3:25])[CH3:24])=[O:5])[CH3:2].[CH3:28][CH:29]([SH:31])[CH3:30].C(=O)([O-])[O-].[Cs+].[Cs+].C1COCC1. Product: [CH2:1]([O:3][C:4]([C:6]1[N:11]=[C:10]([CH2:12][S:31][CH:29]([CH3:30])[CH3:28])[C:9]2[N:14]=[C:15]([C:17]([CH3:20])([CH3:19])[CH3:18])[S:16][C:8]=2[C:7]=1[O:21][C:22](=[O:27])[C:23]([CH3:26])([CH3:25])[CH3:24])=[O:5])[CH3:2]. The catalyst class is: 336.